Predict the reaction yield, written as a fraction of the theoretical maximum amount of product (1.0 means a 100% yield; for example, 0.34 means a 34% yield). From a dataset of Reaction yield outcomes from USPTO patents with 853,638 reactions. (1) The reactants are [CH2:1]([O:3][P:4]([C:9](=[C:18]1[CH:23]=[CH:22][C:21]([NH:24]C(=O)C(F)(F)F)=[CH:20][CH2:19]1)[P:10]([O:15][CH2:16][CH3:17])([O:12][CH2:13][CH3:14])=[O:11])([O:6][CH2:7][CH3:8])=[O:5])[CH3:2]. The catalyst is [OH-].[Na+]. The product is [CH2:13]([O:12][P:10]([C:9]([P:4]([O:6][CH2:7][CH3:8])([O:3][CH2:1][CH3:2])=[O:5])=[C:18]1[CH:19]=[CH:20][C:21]([NH2:24])=[CH:22][CH2:23]1)([O:15][CH2:16][CH3:17])=[O:11])[CH3:14]. The yield is 0.970. (2) The reactants are [CH2:1]([O:8][C:9]1[CH:27]=[CH:26][C:12]([CH2:13][C:14]2[CH:18]=[C:17]([C:19]3C(N)=[N:21][CH:22]=[CH:23][CH:24]=3)[O:16][N:15]=2)=[CH:11][CH:10]=1)[C:2]1[CH:7]=[CH:6][CH:5]=[CH:4][CH:3]=1.C=O.N1C=CC=CC=1C.B.FC(F)(F)C(O)=O.[CH3:45][N:46]([CH3:49])[CH:47]=O. The catalyst is C(O)(=O)C. The product is [CH2:1]([O:8][C:9]1[CH:27]=[CH:26][C:12]([CH2:13][C:14]2[CH:18]=[C:17]([C:19]3[C:47]([N:46]([CH3:49])[CH3:45])=[N:21][CH:22]=[CH:23][CH:24]=3)[O:16][N:15]=2)=[CH:11][CH:10]=1)[C:2]1[CH:3]=[CH:4][CH:5]=[CH:6][CH:7]=1. The yield is 0.210. (3) The reactants are Cl.[CH3:2][O:3][C:4]([C@H:6]1[C@@H:11]([NH2:12])[CH:10]2[CH2:13][CH2:14][CH:7]1[CH2:8][CH2:9]2)=[O:5].C([O-])(=O)C.[Na+].[F:20][C:21]1[CH:28]=[CH:27][C:24]([CH:25]=O)=[CH:23][CH:22]=1.C([BH3-])#N.[Na+].C(=O)(O)[O-].[Na+]. The catalyst is CO.C(OCC)(=O)C. The product is [CH3:2][O:3][C:4]([C@H:6]1[C@@H:11]([NH:12][CH2:25][C:24]2[CH:27]=[CH:28][C:21]([F:20])=[CH:22][CH:23]=2)[CH:10]2[CH2:13][CH2:14][CH:7]1[CH2:8][CH2:9]2)=[O:5]. The yield is 0.720. (4) The reactants are [CH2:1]([C:3]1[N:4]([C:28]2[CH:33]=[CH:32][C:31]([OH:34])=[CH:30][CH:29]=2)[C:5](=[O:27])[C:6]([CH2:12][C:13]2[CH:18]=[CH:17][C:16]([C:19]3[C:20]([C:25]#[N:26])=[CH:21][CH:22]=[CH:23][CH:24]=3)=[CH:15][CH:14]=2)=[C:7]([CH2:9][CH2:10][CH3:11])[N:8]=1)[CH3:2].O[CH:36]1[CH2:41][CH2:40][CH:39]([C:42]([O:44][CH2:45][CH3:46])=[O:43])[CH2:38][CH2:37]1.C1(P(C2C=CC=CC=2)C2C=CC=CC=2)C=CC=CC=1.N(C(OC(C)C)=O)=NC(OC(C)C)=O. The catalyst is O1CCCC1.O.C(OCC)(=O)C. The product is [C:25]([C:20]1[CH:21]=[CH:22][CH:23]=[CH:24][C:19]=1[C:16]1[CH:17]=[CH:18][C:13]([CH2:12][C:6]2[C:5](=[O:27])[N:4]([C:28]3[CH:33]=[CH:32][C:31]([O:34][CH:36]4[CH2:41][CH2:40][CH:39]([C:42]([O:44][CH2:45][CH3:46])=[O:43])[CH2:38][CH2:37]4)=[CH:30][CH:29]=3)[C:3]([CH2:1][CH3:2])=[N:8][C:7]=2[CH2:9][CH2:10][CH3:11])=[CH:14][CH:15]=1)#[N:26]. The yield is 0.880. (5) The reactants are [F:1][C:2]1[CH:7]=[CH:6][C:5]([C:8]2[N:12]([CH3:13])[N:11]=[CH:10][C:9]=2[CH2:14][O:15][C:16]2[CH:47]=[CH:46][C:19]([CH2:20][N:21](S(C3C=CC=CC=3[N+]([O-])=O)(=O)=O)[C:22]3[CH:27]=[CH:26][C:25]([CH2:28][CH2:29][C:30]([O:32][CH3:33])=[O:31])=[CH:24][CH:23]=3)=[CH:18][CH:17]=2)=[CH:4][CH:3]=1.SCC(O)=O.O.[OH-].[Li+].C(=O)([O-])O.[Na+]. The catalyst is CN(C)C=O. The product is [F:1][C:2]1[CH:3]=[CH:4][C:5]([C:8]2[N:12]([CH3:13])[N:11]=[CH:10][C:9]=2[CH2:14][O:15][C:16]2[CH:47]=[CH:46][C:19]([CH2:20][NH:21][C:22]3[CH:27]=[CH:26][C:25]([CH2:28][CH2:29][C:30]([O:32][CH3:33])=[O:31])=[CH:24][CH:23]=3)=[CH:18][CH:17]=2)=[CH:6][CH:7]=1. The yield is 0.660. (6) The reactants are [H-].[Al+3].[Li+].[H-].[H-].[H-].[CH2:7]([N:14]1[C:21](=O)[CH:20]2[CH:16]([CH2:17][NH:18][CH2:19]2)[C:15]1=O)[C:8]1[CH:13]=[CH:12][CH:11]=[CH:10][CH:9]=1.O.[OH-].[Na+]. The catalyst is C1COCC1.ClCCl. The product is [CH2:7]([N:14]1[CH2:15][CH:16]2[CH:20]([CH2:19][NH:18][CH2:17]2)[CH2:21]1)[C:8]1[CH:13]=[CH:12][CH:11]=[CH:10][CH:9]=1. The yield is 0.920. (7) The reactants are Br[C:2]1[CH:3]=[C:4]([C:8]2[C:17]([O:18][C:19]3[C:28]4[C:23](=[CH:24][C:25]([O:31][CH3:32])=[C:26]([O:29][CH3:30])[CH:27]=4)[N:22]=[CH:21][CH:20]=3)=[CH:16][C:15]3[C:10](=[CH:11][CH:12]=[CH:13][CH:14]=3)[N:9]=2)[S:5][C:6]=1[Cl:7].[CH3:33]B(O)O.O.C(=O)([O-])[O-].[Cs+].[Cs+]. The catalyst is O1CCOCC1. The product is [Cl:7][C:6]1[S:5][C:4]([C:8]2[C:17]([O:18][C:19]3[C:28]4[C:23](=[CH:24][C:25]([O:31][CH3:32])=[C:26]([O:29][CH3:30])[CH:27]=4)[N:22]=[CH:21][CH:20]=3)=[CH:16][C:15]3[C:10](=[CH:11][CH:12]=[CH:13][CH:14]=3)[N:9]=2)=[CH:3][C:2]=1[CH3:33]. The yield is 0.760. (8) The yield is 0.700. No catalyst specified. The reactants are [CH3:1][C:2]1[CH2:6][CH:5]=[C:4]([CH3:7])[C:3]=1[C:8]1[C:13]([CH3:14])=[CH:12][C:11]([CH3:15])=[CH:10][C:9]=1[NH2:16].C(N(CC)CC)C.[C:24](Cl)(=[O:29])[C:25]([CH3:28])([CH3:27])[CH3:26]. The product is [CH3:7][C:4]1[CH2:5][CH:6]=[C:2]([CH3:1])[C:3]=1[C:8]1[C:13]([CH3:14])=[CH:12][C:11]([CH3:15])=[CH:10][C:9]=1[NH:16][C:24](=[O:29])[C:25]([CH3:28])([CH3:27])[CH3:26]. (9) The reactants are [F:1][C:2]1[CH:3]=[C:4]([C@H:10]2[CH2:14][O:13]C(C)(C)[N:11]2C(OC(C)(C)C)=O)[CH:5]=[C:6]([S:8][CH3:9])[CH:7]=1. The catalyst is Cl.O1CCOCC1. The product is [NH2:11][C@@H:10]([C:4]1[CH:5]=[C:6]([S:8][CH3:9])[CH:7]=[C:2]([F:1])[CH:3]=1)[CH2:14][OH:13]. The yield is 1.00. (10) The reactants are [Cl:1][C:2]1[CH:7]=[C:6]2[NH:8][C:9](=[O:30])[C:10]3([CH:15]([C:16]4[CH:21]=[CH:20][CH:19]=[C:18]([Cl:22])[CH:17]=4)[CH2:14][CH2:13][NH:12][CH:11]3[C:23]3[CH:28]=[CH:27][CH:26]=[C:25]([F:29])[CH:24]=3)[C:5]2=[CH:4][CH:3]=1.[N:31]([C:34]1[CH:35]=[C:36]([CH:39]=[CH:40][CH:41]=1)[C:37]#[N:38])=[C:32]=[O:33].C(N(C(C)C)C(C)C)C. The catalyst is ClCCl. The product is [Cl:1][C:2]1[CH:7]=[C:6]2[NH:8][C:9](=[O:30])[C:10]3([CH:15]([C:16]4[CH:21]=[CH:20][CH:19]=[C:18]([Cl:22])[CH:17]=4)[CH2:14][CH2:13][N:12]([C:32]([NH:31][C:34]4[CH:41]=[CH:40][CH:39]=[C:36]([C:37]#[N:38])[CH:35]=4)=[O:33])[CH:11]3[C:23]3[CH:28]=[CH:27][CH:26]=[C:25]([F:29])[CH:24]=3)[C:5]2=[CH:4][CH:3]=1. The yield is 0.422.